Dataset: Catalyst prediction with 721,799 reactions and 888 catalyst types from USPTO. Task: Predict which catalyst facilitates the given reaction. (1) Reactant: S(Cl)([Cl:3])=O.O[CH2:6][CH:7]1[CH2:11][N:10]([C:12]2[CH:17]=[CH:16][C:15]([O:18][CH2:19][CH2:20][CH2:21][N:22]3[CH2:26][CH2:25][CH2:24][CH:23]3[CH3:27])=[CH:14][CH:13]=2)[C:9](=[O:28])[CH2:8]1.C(N(CC)CC)C. Product: [Cl:3][CH2:6][CH:7]1[CH2:11][N:10]([C:12]2[CH:17]=[CH:16][C:15]([O:18][CH2:19][CH2:20][CH2:21][N:22]3[CH2:26][CH2:25][CH2:24][CH:23]3[CH3:27])=[CH:14][CH:13]=2)[C:9](=[O:28])[CH2:8]1. The catalyst class is: 4. (2) Reactant: [C:1]1([C:7]2[CH:8]=[C:9]([CH:14]=[CH:15][CH:16]=2)[C:10]([O:12]C)=[O:11])[CH:6]=[CH:5][CH:4]=[CH:3][CH:2]=1.[OH-].[Na+].O1CCCC1. Product: [C:1]1([C:7]2[CH:8]=[C:9]([CH:14]=[CH:15][CH:16]=2)[C:10]([OH:12])=[O:11])[CH:2]=[CH:3][CH:4]=[CH:5][CH:6]=1. The catalyst class is: 5. (3) Reactant: [Cl:1][C:2]1[N:7]=[CH:6][C:5]([C:8](=[O:11])[CH2:9][CH3:10])=[C:4]([CH3:12])[CH:3]=1.[Br-:13].[Br-].[Br-].C([N+](CCCC)(CCCC)CCCC)CCC.C([N+](CCCC)(CCCC)CCCC)CCC.C([N+](CCCC)(CCCC)CCCC)CCC. Product: [Br:13][CH:9]([CH3:10])[C:8]([C:5]1[CH:6]=[N:7][C:2]([Cl:1])=[CH:3][C:4]=1[CH3:12])=[O:11]. The catalyst class is: 2. (4) Reactant: C(=O)([O-])[O-].[K+].[K+].[F:7][C:8]1[CH:17]=[CH:16][C:15]([F:18])=[CH:14][C:9]=1[C:10](=[O:13])[CH2:11]Br.[CH3:19][C:20]1[C:21]([CH3:29])=[N:22][C:23]([SH:28])=[C:24]([CH:27]=1)[C:25]#[N:26]. Product: [CH3:19][C:20]1[CH:27]=[C:24]2[C:25]([NH2:26])=[C:11]([C:10](=[O:13])[C:9]3[CH:14]=[C:15]([F:18])[CH:16]=[CH:17][C:8]=3[F:7])[S:28][C:23]2=[N:22][C:21]=1[CH3:29]. The catalyst class is: 39. (5) Reactant: [O:1]=[C:2]1[NH:7][C:6]2[CH:8]=[C:9]([CH2:12][N:13]3[CH2:18][CH2:17][N:16]([C:19]4[CH:27]=[CH:26][C:22]([C:23](O)=[O:24])=[CH:21][CH:20]=4)[CH2:15][CH2:14]3)[CH:10]=[N:11][C:5]=2[N:4]2[CH2:28][CH2:29][CH2:30][C@@H:3]12.[CH3:31][NH:32][CH2:33][CH3:34].CN(C(ON1N=NC2C=CC=NC1=2)=[N+](C)C)C.F[P-](F)(F)(F)(F)F.CN1CCOCC1. Product: [CH2:33]([N:32]([CH3:31])[C:23](=[O:24])[C:22]1[CH:21]=[CH:20][C:19]([N:16]2[CH2:15][CH2:14][N:13]([CH2:12][C:9]3[CH:10]=[N:11][C:5]4[N:4]5[CH2:28][CH2:29][CH2:30][C@H:3]5[C:2](=[O:1])[NH:7][C:6]=4[CH:8]=3)[CH2:18][CH2:17]2)=[CH:27][CH:26]=1)[CH3:34]. The catalyst class is: 3. (6) Reactant: [C:1]12([CH2:11][NH:12][C:13](=[O:23])[C:14]3[C:19]([Cl:20])=[CH:18][N:17]=[C:16]([CH:21]=O)[CH:15]=3)[CH2:10][CH:5]3[CH2:6][CH:7]([CH2:9][CH:3]([CH2:4]3)[CH2:2]1)[CH2:8]2.[NH2:24][CH2:25][CH2:26][CH2:27][N:28](C)[C:29](=O)OC(C)(C)C.C(O)(=O)C.C(O[BH-](OC(=O)C)OC(=O)C)(=O)C.[Na+]. Product: [ClH:20].[ClH:20].[C:1]12([CH2:11][NH:12][C:13](=[O:23])[C:14]3[C:19]([Cl:20])=[CH:18][N:17]=[C:16]([CH2:21][NH:24][CH2:25][CH2:26][CH2:27][NH:28][CH3:29])[CH:15]=3)[CH2:10][CH:5]3[CH2:6][CH:7]([CH2:9][CH:3]([CH2:4]3)[CH2:2]1)[CH2:8]2. The catalyst class is: 5. (7) Product: [F:1][C:2]1[C:10]2[CH2:9][O:8][C:7](=[O:11])[C:6]=2[CH:5]=[CH:4][C:3]=1[CH2:12][CH2:13][CH:14]1[CH2:15][CH2:16][N:17]([C:20]([O:22][C:23]([CH3:26])([CH3:25])[CH3:24])=[O:21])[CH2:18][CH2:19]1. Reactant: [F:1][C:2]1[C:10]2[CH2:9][O:8][C:7](=[O:11])[C:6]=2[CH:5]=[CH:4][C:3]=1/[CH:12]=[CH:13]/[CH:14]1[CH2:19][CH2:18][N:17]([C:20]([O:22][C:23]([CH3:26])([CH3:25])[CH3:24])=[O:21])[CH2:16][CH2:15]1.CC(O)=O. The catalyst class is: 63. (8) Reactant: O=[C:2]1[C:10]2[C:5](=[CH:6][CH:7]=[C:8]([C:11]3[CH:12]=[C:13]([CH:16]=[CH:17][CH:18]=3)[C:14]#[N:15])[CH:9]=2)[CH2:4][C:3]21[CH2:26][C:25]1[C:20](=[CH:21][CH:22]=[CH:23][CH:24]=1)[CH2:19]2.[C:27](=[N:33][Si](C)(C)C)=[N:28][Si](C)(C)C. Product: [C:14]([C:13]1[CH:12]=[C:11]([C:8]2[CH:9]=[C:10]3[C:5](=[CH:6][CH:7]=2)[CH2:4][C:3]2([CH2:26][C:25]4[C:20](=[CH:21][CH:22]=[CH:23][CH:24]=4)[CH2:19]2)/[C:2]/3=[N:28]/[C:27]#[N:33])[CH:18]=[CH:17][CH:16]=1)#[N:15]. The catalyst class is: 388.